This data is from NCI-60 drug combinations with 297,098 pairs across 59 cell lines. The task is: Regression. Given two drug SMILES strings and cell line genomic features, predict the synergy score measuring deviation from expected non-interaction effect. (1) Drug 1: CC1=CC2C(CCC3(C2CCC3(C(=O)C)OC(=O)C)C)C4(C1=CC(=O)CC4)C. Drug 2: CN(C)C1=NC(=NC(=N1)N(C)C)N(C)C. Cell line: SK-MEL-5. Synergy scores: CSS=-7.06, Synergy_ZIP=7.10, Synergy_Bliss=5.80, Synergy_Loewe=-6.76, Synergy_HSA=-4.80. (2) Drug 1: C1=CN(C=N1)CC(O)(P(=O)(O)O)P(=O)(O)O. Drug 2: CS(=O)(=O)OCCCCOS(=O)(=O)C. Cell line: HS 578T. Synergy scores: CSS=0.521, Synergy_ZIP=0.427, Synergy_Bliss=0.282, Synergy_Loewe=-1.38, Synergy_HSA=-3.03. (3) Drug 1: CC12CCC(CC1=CCC3C2CCC4(C3CC=C4C5=CN=CC=C5)C)O. Drug 2: CC1=C(C(CCC1)(C)C)C=CC(=CC=CC(=CC(=O)O)C)C. Cell line: NCIH23. Synergy scores: CSS=1.58, Synergy_ZIP=-0.149, Synergy_Bliss=0.923, Synergy_Loewe=-2.17, Synergy_HSA=-1.68. (4) Drug 1: C1CCC(C1)C(CC#N)N2C=C(C=N2)C3=C4C=CNC4=NC=N3. Drug 2: CCC1(CC2CC(C3=C(CCN(C2)C1)C4=CC=CC=C4N3)(C5=C(C=C6C(=C5)C78CCN9C7C(C=CC9)(C(C(C8N6C=O)(C(=O)OC)O)OC(=O)C)CC)OC)C(=O)OC)O.OS(=O)(=O)O. Cell line: SF-539. Synergy scores: CSS=21.0, Synergy_ZIP=6.91, Synergy_Bliss=5.97, Synergy_Loewe=-16.7, Synergy_HSA=6.61. (5) Drug 1: CC12CCC(CC1=CCC3C2CCC4(C3CC=C4C5=CN=CC=C5)C)O. Drug 2: CNC(=O)C1=CC=CC=C1SC2=CC3=C(C=C2)C(=NN3)C=CC4=CC=CC=N4. Cell line: SK-OV-3. Synergy scores: CSS=4.84, Synergy_ZIP=0.504, Synergy_Bliss=4.69, Synergy_Loewe=2.01, Synergy_HSA=2.83. (6) Drug 1: CN(C)N=NC1=C(NC=N1)C(=O)N. Drug 2: CC1=C(C=C(C=C1)C(=O)NC2=CC(=CC(=C2)C(F)(F)F)N3C=C(N=C3)C)NC4=NC=CC(=N4)C5=CN=CC=C5. Cell line: M14. Synergy scores: CSS=-2.94, Synergy_ZIP=3.00, Synergy_Bliss=2.03, Synergy_Loewe=0.263, Synergy_HSA=-2.17. (7) Drug 1: CC1OCC2C(O1)C(C(C(O2)OC3C4COC(=O)C4C(C5=CC6=C(C=C35)OCO6)C7=CC(=C(C(=C7)OC)O)OC)O)O. Drug 2: C1C(C(OC1N2C=NC3=C(N=C(N=C32)Cl)N)CO)O. Cell line: OVCAR-5. Synergy scores: CSS=22.6, Synergy_ZIP=-6.17, Synergy_Bliss=-2.78, Synergy_Loewe=-4.78, Synergy_HSA=-1.88.